Dataset: Catalyst prediction with 721,799 reactions and 888 catalyst types from USPTO. Task: Predict which catalyst facilitates the given reaction. (1) Reactant: [C:1]([CH2:3][CH2:4][N:5]([CH2:22][CH2:23][C:24]#[N:25])[CH2:6][CH2:7][CH2:8][CH2:9][CH2:10][CH2:11][CH2:12][N:13]([CH2:18][CH2:19][C:20]#[N:21])[CH2:14][CH2:15][C:16]#[N:17])#[N:2].CCO.C1COCC1. Product: [NH2:17][CH2:16][CH2:15][CH2:14][N:13]([CH2:18][CH2:19][CH2:20][NH2:21])[CH2:12][CH2:11][CH2:10][CH2:9][CH2:8][CH2:7][CH2:6][N:5]([CH2:22][CH2:23][CH2:24][NH2:25])[CH2:4][CH2:3][CH2:1][NH2:2]. The catalyst class is: 801. (2) Reactant: [C:1]([O:5][C:6]([N:8]([CH3:15])[CH2:9]/[CH:10]=[CH:11]/[C:12]([OH:14])=O)=[O:7])([CH3:4])([CH3:3])[CH3:2].C(Cl)(C(Cl)=O)=O.[NH2:22][C:23]1[N:31]=[CH:30][N:29]=[C:28]2[C:24]=1[N:25]([C:41]1[CH:46]=[CH:45][C:44]([O:47][C:48]3[CH:53]=[CH:52][CH:51]=[CH:50][CH:49]=3)=[CH:43][CH:42]=1)[C:26](=[O:40])[N:27]2[C:32]1[CH:37]=[CH:36][CH:35]=[C:34]([NH:38][CH3:39])[CH:33]=1. Product: [NH2:22][C:23]1[N:31]=[CH:30][N:29]=[C:28]2[C:24]=1[N:25]([C:41]1[CH:46]=[CH:45][C:44]([O:47][C:48]3[CH:49]=[CH:50][CH:51]=[CH:52][CH:53]=3)=[CH:43][CH:42]=1)[C:26](=[O:40])[N:27]2[C:32]1[CH:33]=[C:34]([N:38]([CH3:39])[C:12](=[O:14])/[CH:11]=[CH:10]/[CH2:9][N:8]([CH3:15])[C:6](=[O:7])[O:5][C:1]([CH3:2])([CH3:3])[CH3:4])[CH:35]=[CH:36][CH:37]=1. The catalyst class is: 59. (3) Product: [CH3:19][S:20]([N:1]1[CH2:2][CH2:3][CH:4]([C:5]([O:7][CH2:8][CH3:9])=[O:6])[CH2:10][CH2:11]1)(=[O:22])=[O:21]. Reactant: [NH:1]1[CH2:11][CH2:10][CH:4]([C:5]([O:7][CH2:8][CH3:9])=[O:6])[CH2:3][CH2:2]1.C(N(CC)CC)C.[CH3:19][S:20](Cl)(=[O:22])=[O:21]. The catalyst class is: 2. (4) Reactant: [O:1]=[CH:2][C@@H:3]([C@H:5]([C@@H:7]([C@@H:9]([CH2:11][OH:12])[OH:10])[OH:8])[OH:6])[OH:4].C(O)[C@H]1[O:19]C(O)[C@H](O)[C@@H](O)[C@@H]1O.O. Product: [O:1]=[CH:2][C@@H:3]([C@H:5]([C@@H:7]([C@@H:9]([CH2:11][OH:12])[OH:10])[OH:8])[OH:6])[OH:4].[OH2:19]. The catalyst class is: 6. (5) Reactant: [C:1]([NH:4][C:5]1[CH:10]=[CH:9][C:8]([S:11](Cl)(=[O:13])=[O:12])=[CH:7][CH:6]=1)(=[O:3])[CH3:2].[N:15]1C=CC=C[CH:16]=1. Product: [C:1]([NH:4][C:5]1[CH:10]=[CH:9][C:8]([S:11]([NH:15][CH3:16])(=[O:13])=[O:12])=[CH:7][CH:6]=1)(=[O:3])[CH3:2]. The catalyst class is: 64. (6) Reactant: [CH3:1][O:2][C:3]([C:5]1[S:6][C:7]([N+:11]([O-:13])=[O:12])=[C:8](Br)[CH:9]=1)=[O:4].CCN(CC)CC.[Br:21][C:22]1[CH:23]=[C:24]([SH:28])[CH:25]=[CH:26][CH:27]=1. Product: [CH3:1][O:2][C:3]([C:5]1[S:6][C:7]([N+:11]([O-:13])=[O:12])=[C:8]([S:28][C:24]2[CH:25]=[CH:26][CH:27]=[C:22]([Br:21])[CH:23]=2)[CH:9]=1)=[O:4]. The catalyst class is: 1. (7) Reactant: [F:1][C:2]([F:21])([C:14]1[CH:19]=[CH:18][C:17]([F:20])=[CH:16][CH:15]=1)[C:3]([NH:5][C:6]1[S:7][CH:8]=[CH:9][C:10]=1[C:11]([NH2:13])=[O:12])=O.C[Si](Cl)(C)C. Product: [F:1][C:2]([F:21])([C:14]1[CH:19]=[CH:18][C:17]([F:20])=[CH:16][CH:15]=1)[C:3]1[N:13]=[C:11]([OH:12])[C:10]2[CH:9]=[CH:8][S:7][C:6]=2[N:5]=1. The catalyst class is: 26. (8) Reactant: [F:1][C:2]1[CH:3]=[C:4]2[C:9](=[CH:10][CH:11]=1)[CH2:8][C:7](=O)[CH2:6][CH2:5]2.Cl.[NH2:14][OH:15].C([O-])(=O)C.[Na+]. Product: [F:1][C:2]1[CH:3]=[C:4]2[C:9](=[CH:10][CH:11]=1)[CH2:8][C:7](=[N:14][OH:15])[CH2:6][CH2:5]2. The catalyst class is: 40.